Dataset: Forward reaction prediction with 1.9M reactions from USPTO patents (1976-2016). Task: Predict the product of the given reaction. (1) Given the reactants [NH:1]1[CH2:4][CH:3]([O:5][C:6]2[CH:11]=[CH:10][C:9]([S:12][C:13]3[C:14]([C:26]([NH:28][C:29]4[S:33][N:32]=[C:31]([CH3:34])[N:30]=4)=[O:27])=[N:15][C:16]([S:19][C:20]4[N:24]([CH3:25])[CH:23]=[N:22][N:21]=4)=[CH:17][CH:18]=3)=[CH:8][CH:7]=2)[CH2:2]1.[CH3:35][C:36]([CH3:38])=O, predict the reaction product. The product is: [CH:36]([N:1]1[CH2:2][CH:3]([O:5][C:6]2[CH:11]=[CH:10][C:9]([S:12][C:13]3[C:14]([C:26]([NH:28][C:29]4[S:33][N:32]=[C:31]([CH3:34])[N:30]=4)=[O:27])=[N:15][C:16]([S:19][C:20]4[N:24]([CH3:25])[CH:23]=[N:22][N:21]=4)=[CH:17][CH:18]=3)=[CH:8][CH:7]=2)[CH2:4]1)([CH3:38])[CH3:35]. (2) The product is: [NH2:7][CH2:8][C:9]1[CH:14]=[CH:13][C:12]([C:15]2[CH:20]=[CH:19][CH:18]=[C:17]([NH:21][C:22]3[N:23]=[CH:24][N:25]=[C:26]([C:28]#[N:29])[N:27]=3)[CH:16]=2)=[CH:11][CH:10]=1. Given the reactants C(OC(=O)[NH:7][CH2:8][C:9]1[CH:14]=[CH:13][C:12]([C:15]2[CH:20]=[CH:19][CH:18]=[C:17]([NH:21][C:22]3[N:27]=[C:26]([C:28]#[N:29])[N:25]=[CH:24][N:23]=3)[CH:16]=2)=[CH:11][CH:10]=1)(C)(C)C, predict the reaction product. (3) Given the reactants [CH2:1]([O:8][C:9]([NH:11][CH2:12][CH2:13][CH2:14][CH2:15][C:16]1[CH:26]=[CH:25][C:19]([O:20][CH2:21][C:22]([OH:24])=O)=[CH:18][CH:17]=1)=[O:10])[C:2]1[CH:7]=[CH:6][CH:5]=[CH:4][CH:3]=1.[NH2:27][C:28]1[CH:33]=[CH:32][CH:31]=[CH:30][CH:29]=1.CCN=C=NCCCN(C)C.Cl, predict the reaction product. The product is: [CH2:1]([O:8][C:9](=[O:10])[NH:11][CH2:12][CH2:13][CH2:14][CH2:15][C:16]1[CH:17]=[CH:18][C:19]([O:20][CH2:21][C:22](=[O:24])[NH:27][C:28]2[CH:33]=[CH:32][CH:31]=[CH:30][CH:29]=2)=[CH:25][CH:26]=1)[C:2]1[CH:3]=[CH:4][CH:5]=[CH:6][CH:7]=1. (4) Given the reactants [C:1]([CH2:3]/[C:4](=[CH:10]\[C:11]1[CH:16]=[CH:15][C:14]([C:17]([F:23])([F:22])[C:18]([F:21])([F:20])[F:19])=[CH:13][C:12]=1[N+:24]([O-])=O)/[C:5]([O:7][CH2:8][CH3:9])=[O:6])#[N:2], predict the reaction product. The product is: [NH2:2][C:1]1[CH2:3][C:4]([C:5]([O:7][CH2:8][CH3:9])=[O:6])=[CH:10][C:11]2[CH:16]=[CH:15][C:14]([C:17]([F:23])([F:22])[C:18]([F:21])([F:20])[F:19])=[CH:13][C:12]=2[N:24]=1. (5) Given the reactants [H-].[Al+3].[Li+].[H-].[H-].[H-].C1COCC1.[CH3:12][C:13]1[CH:20]=[C:19]([CH3:21])[CH:18]=[CH:17][C:14]=1[C:15]#[N:16].S([O-])([O-])(=O)=O.[Na+].[Na+], predict the reaction product. The product is: [CH3:12][C:13]1[CH:20]=[C:19]([CH3:21])[CH:18]=[CH:17][C:14]=1[CH2:15][NH2:16]. (6) Given the reactants [C:1]([O:5][C:6]([N:8]1[CH2:12][CH2:11][CH:10]([C:13](=[O:49])[NH:14][C:15]2[CH:16]=[C:17]3[C:21](=[CH:22][C:23]=2[CH2:24][O:25]C(=O)C)[N:20]([C:29]([C:42]2[CH:47]=[CH:46][CH:45]=[CH:44][CH:43]=2)([C:36]2[CH:41]=[CH:40][CH:39]=[CH:38][CH:37]=2)[C:30]2[CH:35]=[CH:34][CH:33]=[CH:32][CH:31]=2)[N:19]=[C:18]3[Br:48])[CH2:9]1)=[O:7])([CH3:4])([CH3:3])[CH3:2].[OH-].[Na+], predict the reaction product. The product is: [C:1]([O:5][C:6]([N:8]1[CH2:12][CH2:11][CH:10]([C:13](=[O:49])[NH:14][C:15]2[CH:16]=[C:17]3[C:21](=[CH:22][C:23]=2[CH2:24][OH:25])[N:20]([C:29]([C:36]2[CH:37]=[CH:38][CH:39]=[CH:40][CH:41]=2)([C:42]2[CH:47]=[CH:46][CH:45]=[CH:44][CH:43]=2)[C:30]2[CH:35]=[CH:34][CH:33]=[CH:32][CH:31]=2)[N:19]=[C:18]3[Br:48])[CH2:9]1)=[O:7])([CH3:4])([CH3:2])[CH3:3]. (7) Given the reactants [NH:1]1[CH2:5][CH2:4][CH2:3][CH2:2]1.[NH2:6][C:7]1[S:8][C:9](Cl)=[N:10][N:11]=1, predict the reaction product. The product is: [NH2:6][C:7]1[S:8][C:9]([N:1]2[CH:5]=[CH:4][CH:3]=[CH:2]2)=[N:10][N:11]=1. (8) Given the reactants [CH3:1][O:2][C:3]1[CH:4]=[C:5]2[C:10](=[CH:11][C:12]=1[O:13][CH3:14])[N:9]=[CH:8][CH:7]=[C:6]2[O:15][C:16]1[CH:21]=[CH:20][C:19]([NH:22][C:23]([C:25]2[C:26](=[O:41])[N:27]([C:35]3[CH:40]=[CH:39][CH:38]=[CH:37][CH:36]=3)[N:28]([CH2:31][C@H:32]([OH:34])[CH3:33])[C:29]=2[CH3:30])=[O:24])=[CH:18][C:17]=1[F:42].[C:43]([NH:50][CH2:51][C:52](O)=[O:53])([O:45][C:46]([CH3:49])([CH3:48])[CH3:47])=[O:44].C(Cl)CCl, predict the reaction product. The product is: [CH3:1][O:2][C:3]1[CH:4]=[C:5]2[C:10](=[CH:11][C:12]=1[O:13][CH3:14])[N:9]=[CH:8][CH:7]=[C:6]2[O:15][C:16]1[CH:21]=[CH:20][C:19]([NH:22][C:23]([C:25]2[C:26](=[O:41])[N:27]([C:35]3[CH:36]=[CH:37][CH:38]=[CH:39][CH:40]=3)[N:28]([CH2:31][C@H:32]([O:34][C:52](=[O:53])[CH2:51][NH:50][C:43]([O:45][C:46]([CH3:48])([CH3:47])[CH3:49])=[O:44])[CH3:33])[C:29]=2[CH3:30])=[O:24])=[CH:18][C:17]=1[F:42]. (9) Given the reactants [F:1][C:2]([F:14])([C:7]1[CH:12]=[CH:11][C:10]([F:13])=[CH:9][CH:8]=1)[C:3]([O:5][CH3:6])=[O:4].[BH4-].[Na+], predict the reaction product. The product is: [F:14][C:2]([F:1])([C:7]1[CH:12]=[CH:11][C:10]([F:13])=[CH:9][CH:8]=1)[CH:3]([O:5][CH3:6])[OH:4].